This data is from Reaction yield outcomes from USPTO patents with 853,638 reactions. The task is: Predict the reaction yield, written as a fraction of the theoretical maximum amount of product (1.0 means a 100% yield; for example, 0.34 means a 34% yield). (1) The reactants are [CH3:1][O:2][C:3](=[O:17])[C:4]1[CH:9]=[CH:8][CH:7]=[C:6]([N+:10]([O-])=O)[C:5]=1[C:13]([O:15][CH3:16])=[O:14].[H][H]. The catalyst is C(OCC)(=O)C.[Pd]. The product is [CH3:1][O:2][C:3](=[O:17])[C:4]1[CH:9]=[CH:8][CH:7]=[C:6]([NH2:10])[C:5]=1[C:13]([O:15][CH3:16])=[O:14]. The yield is 0.870. (2) The product is [C:26]([C:23]1([CH2:22][CH2:21][CH2:20][CH2:19][CH2:18][CH2:17][CH2:16][CH2:15][CH2:14][CH2:13][CH2:12][CH2:11][C:8]2([C:6]([OH:7])=[O:5])[CH2:9][CH2:10]2)[CH2:24][CH2:25]1)(=[O:28])[NH2:27]. The yield is 0.730. The reactants are [OH-].[K+].C([O:5][C:6]([C:8]1([CH2:11][CH2:12][CH2:13][CH2:14][CH2:15][CH2:16][CH2:17][CH2:18][CH2:19][CH2:20][CH2:21][CH2:22][C:23]2([C:26](=[O:28])[NH2:27])[CH2:25][CH2:24]2)[CH2:10][CH2:9]1)=[O:7])C.Cl. The catalyst is C(O)C.O. (3) The reactants are Cl[C:2]1[N:7]=[C:6]([CH3:8])[N:5]=[C:4]([N:9]2[CH2:14][CH2:13][CH:12]([C:15]([NH:17][CH2:18][C:19]3[CH:24]=[CH:23][C:22]([Cl:25])=[CH:21][C:20]=3[Cl:26])=[O:16])[CH2:11][CH2:10]2)[N:3]=1.C(#N)C.C[O:31][CH2:32][CH2:33][NH2:34].CCN(C(C)C)C(C)C. The catalyst is CS(C)=O. The product is [Cl:26][C:20]1[CH:21]=[C:22]([Cl:25])[CH:23]=[CH:24][C:19]=1[CH2:18][NH:17][C:15]([CH:12]1[CH2:11][CH2:10][N:9]([C:4]2[N:3]=[C:2]([NH:34][CH2:33][CH2:32][OH:31])[N:7]=[C:6]([CH3:8])[N:5]=2)[CH2:14][CH2:13]1)=[O:16]. The yield is 0.650. (4) The reactants are [I:1][C:2]1[C:3]2[CH:10]=[CH:9][NH:8][C:4]=2[N:5]=[CH:6][N:7]=1.[H-].[Na+].Cl[Si:14]([CH:21]([CH3:23])[CH3:22])([CH:18]([CH3:20])[CH3:19])[CH:15]([CH3:17])[CH3:16].O. The catalyst is O1CCCC1. The product is [I:1][C:2]1[C:3]2[CH:10]=[CH:9][N:8]([Si:14]([CH:21]([CH3:23])[CH3:22])([CH:18]([CH3:20])[CH3:19])[CH:15]([CH3:17])[CH3:16])[C:4]=2[N:5]=[CH:6][N:7]=1. The yield is 0.740. (5) The reactants are [CH:1]1([NH:7][C:8]2[CH:15]=[CH:14][C:11]([C:12]#[N:13])=[CH:10][C:9]=2[N+:16]([O-:18])=[O:17])[CH2:6][CH2:5][CH2:4][CH2:3][CH2:2]1.[Sn]([N:23]=[N+:24]=[N-:25])(C)(C)C. The catalyst is C1(C)C=CC=CC=1. The product is [CH:1]1([NH:7][C:8]2[CH:15]=[CH:14][C:11]([C:12]3[NH:25][N:24]=[N:23][N:13]=3)=[CH:10][C:9]=2[N+:16]([O-:18])=[O:17])[CH2:2][CH2:3][CH2:4][CH2:5][CH2:6]1. The yield is 0.880. (6) The reactants are [C:1]([C:3]1[CH:4]=[C:5]([NH:9][C:10]([C:12]2[S:13][CH:14]=[CH:15][CH:16]=2)=[O:11])[CH:6]=[CH:7][CH:8]=1)#[CH:2].Br[C:18]1[CH:19]=[N:20][CH:21]=[C:22]([CH:35]=1)[C:23]([N:25]=[S@@:26]([CH3:34])(=[O:33])[C:27]1[CH:32]=[CH:31][CH:30]=[CH:29][CH:28]=1)=[O:24]. The product is [CH3:34][S@:26](=[O:33])([C:27]1[CH:32]=[CH:31][CH:30]=[CH:29][CH:28]=1)=[N:25][C:23](=[O:24])[C:22]1[CH:35]=[C:18]([C:2]#[C:1][C:3]2[CH:8]=[CH:7][CH:6]=[C:5]([NH:9][C:10]([C:12]3[S:13][CH:14]=[CH:15][CH:16]=3)=[O:11])[CH:4]=2)[CH:19]=[N:20][CH:21]=1. No catalyst specified. The yield is 0.310. (7) The reactants are [NH2:1][C:2]1[N:19]=[CH:18][CH:17]=[CH:16][C:3]=1[C:4]([NH:6][CH2:7][C:8]1[CH:13]=[CH:12][C:11]([F:14])=[C:10]([F:15])[CH:9]=1)=[O:5].ClCCCl.[Br:24][C:25]1[CH:26]=[C:27]([CH:30]=[CH:31][CH:32]=1)[CH:28]=O.C(O[BH-](OC(=O)C)OC(=O)C)(=O)C.[Na+]. The catalyst is C(O)(=O)C. The product is [Br:24][C:25]1[CH:26]=[C:27]([CH:30]=[CH:31][CH:32]=1)[CH2:28][NH:1][C:2]1[N:19]=[CH:18][CH:17]=[CH:16][C:3]=1[C:4]([NH:6][CH2:7][C:8]1[CH:13]=[CH:12][C:11]([F:14])=[C:10]([F:15])[CH:9]=1)=[O:5]. The yield is 0.800. (8) The catalyst is CN(C)C=O. The product is [I:20][C:12]1[C:13]([O:19][CH2:29][C:28]#[CH:27])=[CH:14][C:15]([CH:16]([CH3:18])[CH3:17])=[C:10]([CH:11]=1)[O:9][C:5]1[C:6]([NH2:8])=[N:7][C:2]([NH2:1])=[N:3][CH:4]=1. The yield is 0.710. The reactants are [NH2:1][C:2]1[N:7]=[C:6]([NH2:8])[C:5]([O:9][C:10]2[C:15]([CH:16]([CH3:18])[CH3:17])=[CH:14][C:13]([OH:19])=[C:12]([I:20])[CH:11]=2)=[CH:4][N:3]=1.C(=O)([O-])[O-].[K+].[K+].[CH2:27](Cl)[C:28]#[CH:29]. (9) The reactants are [O-:1][Mn](=O)(=O)=O.[K+].[F:7][C:8]([F:17])([F:16])[C:9]1[NH:13][N:12]=C(C)[C:10]=1[Cl:15].C[C:19]([OH:22])([CH3:21])C. The catalyst is O. The product is [Cl:15][C:10]1[C:21]([C:19]([OH:22])=[O:1])=[N:12][NH:13][C:9]=1[C:8]([F:17])([F:16])[F:7]. The yield is 0.840. (10) The reactants are [F:1][C:2]1[C:9]([OH:10])=[CH:8][CH:7]=[CH:6][C:3]=1[CH:4]=[O:5].Br[CH2:12][C:13]([O:15][CH2:16][CH3:17])=[O:14]. No catalyst specified. The product is [F:1][C:2]1[C:3]([CH:4]=[O:5])=[CH:6][CH:7]=[CH:8][C:9]=1[O:10][CH2:12][C:13]([O:15][CH2:16][CH3:17])=[O:14]. The yield is 0.810.